Dataset: Catalyst prediction with 721,799 reactions and 888 catalyst types from USPTO. Task: Predict which catalyst facilitates the given reaction. Reactant: Br[C:2]1[N:3]=[C:4]2[C:10]([C:11](=[O:16])[C:12]([CH3:15])([CH3:14])[CH3:13])=[CH:9][NH:8][C:5]2=[N:6][CH:7]=1.[OH:17][CH2:18][CH2:19][C:20]1[CH:21]=[C:22](B(O)O)[CH:23]=[CH:24][CH:25]=1. Product: [OH:17][CH2:18][CH2:19][C:20]1[CH:25]=[C:24]([C:2]2[N:3]=[C:4]3[C:10]([C:11](=[O:16])[C:12]([CH3:15])([CH3:14])[CH3:13])=[CH:9][NH:8][C:5]3=[N:6][CH:7]=2)[CH:23]=[CH:22][CH:21]=1. The catalyst class is: 25.